Task: Predict the reactants needed to synthesize the given product.. Dataset: Full USPTO retrosynthesis dataset with 1.9M reactions from patents (1976-2016) (1) Given the product [F:26][CH:2]([F:25])[C:3]1[N:8]=[C:7]([CH3:9])[C:6]([C:10]([C:12]2[C:17](=[O:18])[CH2:16][CH2:15][C:14]([CH3:23])([C:19]([O:21][CH3:22])=[O:20])[C:13]=2[OH:24])=[O:11])=[CH:5][CH:4]=1, predict the reactants needed to synthesize it. The reactants are: Cl[C:2]([F:26])([F:25])[C:3]1[N:8]=[C:7]([CH3:9])[C:6]([C:10]([C:12]2[C:17](=[O:18])[CH2:16][CH2:15][C:14]([CH3:23])([C:19]([O:21][CH3:22])=[O:20])[C:13]=2[OH:24])=[O:11])=[CH:5][CH:4]=1.C[Si]([SiH]([Si](C)(C)C)[Si](C)(C)C)(C)C. (2) Given the product [Br:24][C:11]1[CH:10]=[C:9]([C:13]#[N:14])[N:8]([C:6]2[CH:7]=[C:2]([Cl:1])[CH:3]=[CH:4][C:5]=2[CH2:15][CH3:16])[CH:12]=1, predict the reactants needed to synthesize it. The reactants are: [Cl:1][C:2]1[CH:3]=[CH:4][C:5]([CH2:15][CH3:16])=[C:6]([N:8]2[CH:12]=[CH:11][CH:10]=[C:9]2[C:13]#[N:14])[CH:7]=1.C1C(=O)N([Br:24])C(=O)C1.